From a dataset of Reaction yield outcomes from USPTO patents with 853,638 reactions. Predict the reaction yield, written as a fraction of the theoretical maximum amount of product (1.0 means a 100% yield; for example, 0.34 means a 34% yield). (1) The reactants are [Cl:1][S:2]([OH:5])(=O)=[O:3].[N:6]1([C:16]([O:18][CH3:19])=[O:17])[C:15]2[C:10](=[CH:11][CH:12]=[CH:13][CH:14]=2)[CH2:9][CH2:8][CH2:7]1.S(OCl)(=O)=O.[C:25](Cl)(Cl)(Cl)Cl. No catalyst specified. The product is [Cl:1][S:2]([C:12]1[CH:11]=[C:10]2[C:15](=[CH:14][CH:13]=1)[N:6]([C:16]([O:18][CH2:19][CH3:25])=[O:17])[CH2:7][CH2:8][CH2:9]2)(=[O:5])=[O:3]. The yield is 0.500. (2) The reactants are [Br:1]Br.C(O)(=O)C.[CH3:7][O:8][C:9]1[CH:14]=[CH:13][C:12]([CH2:15][C:16]2[CH:21]=[CH:20][C:19]([CH3:22])=[CH:18][CH:17]=2)=[C:11]([CH3:23])[CH:10]=1. The catalyst is O. The product is [Br:1][C:14]1[CH:13]=[C:12]([CH2:15][C:16]2[CH:21]=[CH:20][C:19]([CH3:22])=[CH:18][CH:17]=2)[C:11]([CH3:23])=[CH:10][C:9]=1[O:8][CH3:7]. The yield is 0.800.